This data is from Forward reaction prediction with 1.9M reactions from USPTO patents (1976-2016). The task is: Predict the product of the given reaction. (1) The product is: [C:1]1([C:7]2[O:11][N:10]=[C:9]([N:12]3[CH2:16][CH2:15][C@H:14]([NH2:17])[CH2:13]3)[N:8]=2)[CH:2]=[CH:3][CH:4]=[CH:5][CH:6]=1. Given the reactants [C:1]1([C:7]2[O:11][N:10]=[C:9]([N:12]3[CH2:16][CH2:15][C@H:14]([NH:17]C(=O)OC(C)(C)C)[CH2:13]3)[N:8]=2)[CH:6]=[CH:5][CH:4]=[CH:3][CH:2]=1.FC(F)(F)C(O)=O, predict the reaction product. (2) Given the reactants [Cl:1][C:2]1[CH:7]=[CH:6][C:5]([C:8]2[CH:9]=[C:10]3[C:16]([C:17]([C:19]4[C:20]([F:33])=[C:21]([NH:26][S:27]([CH2:30][CH2:31][CH3:32])(=[O:29])=[O:28])[CH:22]=[CH:23][C:24]=4[F:25])=[O:18])=[CH:15][NH:14][C:11]3=[N:12][CH:13]=2)=[CH:4][CH:3]=1.[OH-].[K+].[C:36]([O:41][CH2:42]Cl)(=[O:40])[CH:37]([CH3:39])[CH3:38].[CH3:44]N(C=O)C, predict the reaction product. The product is: [C:36]([O:41][CH:42]([N:14]1[C:11]2=[N:12][CH:13]=[C:8]([C:5]3[CH:6]=[CH:7][C:2]([Cl:1])=[CH:3][CH:4]=3)[CH:9]=[C:10]2[C:16]([C:17](=[O:18])[C:19]2[C:24]([F:25])=[CH:23][CH:22]=[C:21]([NH:26][S:27]([CH2:30][CH2:31][CH3:32])(=[O:28])=[O:29])[C:20]=2[F:33])=[CH:15]1)[CH3:44])(=[O:40])[CH:37]([CH3:39])[CH3:38]. (3) Given the reactants CC(C)([O-])C.[K+].[Cl:7][C:8]1[CH:9]=[C:10]([OH:14])[CH:11]=[CH:12][CH:13]=1.[CH2:15]([N:22]1[CH2:27][CH2:26][CH:25]([N:28]([CH3:33])[C:29](=[O:32])[CH2:30]Cl)[CH2:24][CH2:23]1)[C:16]1[CH:21]=[CH:20][CH:19]=[CH:18][CH:17]=1.O, predict the reaction product. The product is: [CH2:15]([N:22]1[CH2:23][CH2:24][CH:25]([N:28]([CH3:33])[C:29](=[O:32])[CH2:30][O:14][C:10]2[CH:11]=[CH:12][CH:13]=[C:8]([Cl:7])[CH:9]=2)[CH2:26][CH2:27]1)[C:16]1[CH:17]=[CH:18][CH:19]=[CH:20][CH:21]=1. (4) Given the reactants [NH2:1][C:2]1[CH:7]=[CH:6][CH:5]=[C:4]([NH2:8])[N:3]=1.[S:9](=[O:13])(=[O:12])([OH:11])[OH:10].C(O)(=O)[CH:15]([CH2:17][C:18](O)=O)[OH:16], predict the reaction product. The product is: [S:9](=[O:11])(=[O:10])([OH:13])[OH:12].[NH2:1][C:2]1[CH:7]=[CH:6][C:5]2[C:4](=[N:8][C:15]([OH:16])=[CH:17][CH:18]=2)[N:3]=1. (5) Given the reactants [F:1][C:2]([C:5]1[CH:29]=[CH:28][C:8]([O:9][C:10]2[CH:15]=[CH:14][C:13]([C:16]3[C:21]4=[N:22][S:23](=[O:27])(=[O:26])[CH2:24][CH2:25][N:20]4[CH:19]=[CH:18][CH:17]=3)=[CH:12][CH:11]=2)=[CH:7][CH:6]=1)([F:4])[CH3:3], predict the reaction product. The product is: [F:4][C:2]([C:5]1[CH:6]=[CH:7][C:8]([O:9][C:10]2[CH:11]=[CH:12][C:13]([CH:16]3[C:21]4=[N:22][S:23](=[O:27])(=[O:26])[CH2:24][CH2:25][N:20]4[CH2:19][CH2:18][CH2:17]3)=[CH:14][CH:15]=2)=[CH:28][CH:29]=1)([F:1])[CH3:3]. (6) Given the reactants N1C=CC=CC=1.[C:7](OC(=O)C)(=[O:9])[CH3:8].[NH2:14][C:15]1[C:19]2[CH:20]=[C:21]3[C:34](=[C:35]([F:36])[C:18]=2[O:17][N:16]=1)[N:33]1[CH2:37][C@@H:38]([CH3:42])[O:39][C@@H:40]([CH3:41])[C@@H:32]1[C:23]1([C:28](=[O:29])[NH:27][C:26](=[O:30])[NH:25][C:24]1=[O:31])[CH2:22]3, predict the reaction product. The product is: [F:36][C:35]1[C:18]2[O:17][N:16]=[C:15]([NH:14][C:7](=[O:9])[CH3:8])[C:19]=2[CH:20]=[C:21]2[C:34]=1[N:33]1[CH2:37][C@@H:38]([CH3:42])[O:39][C@@H:40]([CH3:41])[C@@H:32]1[C:23]1([C:28](=[O:29])[NH:27][C:26](=[O:30])[NH:25][C:24]1=[O:31])[CH2:22]2. (7) Given the reactants [S-:1][C:2]#N.[NH2:4][C@H:5]([C:8]([OH:10])=[O:9])[CH2:6][SH:7], predict the reaction product. The product is: [NH2:4][C@H:5]([C:8]([OH:10])=[O:9])[CH2:6][SH:7].[NH2:4][C@H:5]([C:8]([OH:10])=[O:9])[CH2:6][CH2:2][SH:1].